From a dataset of PAMPA permeability data for FDA-approved drugs from NCATS. Regression/Classification. Given a drug SMILES string, predict its absorption, distribution, metabolism, or excretion properties. Task type varies by dataset: regression for continuous measurements (e.g., permeability, clearance, half-life) or binary classification for categorical outcomes (e.g., BBB penetration, CYP inhibition). Dataset: approved_pampa_ncats. (1) The molecule is CC1=C(C(C(=C(N1)C)P2(=O)OCC(CO2)(C)C)C3=CC(=CC=C3)[N+](=O)[O-])C(=O)OCCN(CC4=CC=CC=C4)C5=CC=CC=C5. The result is 1 (high permeability). (2) The compound is C(CO)N(C1=C(C(=C(C(=C1I)C(=O)NCC(CO)O)I)C(=O)NCC(CO)O)I)C(=O)CO. The result is 1 (high permeability). (3) The result is 1 (high permeability). The molecule is C[C@H](O)[C@H](O)[C@H]1CNc2nc(N)[nH]c(=O)c2N1. (4) The compound is CN(C)C(=N)N=C(N)N. The result is 1 (high permeability). (5) The drug is CC1=NN=C2N1C3=C(C=C(S3)Br)C(=NC2)C4=CC=CC=C4Cl. The result is 0 (low-to-moderate permeability). (6) The drug is C[C@]12CC[C@](C[C@H]1C3=CC(=O)[C@@H]4[C@]5(CC[C@@H](C([C@@H]5CC[C@]4([C@@]3(CC2)C)C)(C)C)O[C@@H]6[C@@H]([C@H]([C@@H]([C@H](O6)C(=O)O)O)O)O[C@H]7[C@@H]([C@H]([C@@H]([C@H](O7)C(=O)O)O)O)O)C)(C)C(=O)O. The result is 1 (high permeability).